Dataset: Catalyst prediction with 721,799 reactions and 888 catalyst types from USPTO. Task: Predict which catalyst facilitates the given reaction. (1) Reactant: [NH2:1][C:2]1[CH:7]=[C:6]([CH3:8])[CH:5]=[C:4]([CH3:9])[C:3]=1[NH:10][CH2:11][C:12]([N:14]([CH3:16])[CH3:15])=[O:13].Cl[C:18](Cl)([O:20]C(=O)OC(Cl)(Cl)Cl)Cl. Product: [CH3:8][C:6]1[CH:5]=[C:4]([CH3:9])[C:3]2[N:10]([CH2:11][C:12]([N:14]([CH3:16])[CH3:15])=[O:13])[C:18](=[O:20])[NH:1][C:2]=2[CH:7]=1. The catalyst class is: 23. (2) Reactant: [Cl:1][CH2:2][CH2:3][CH2:4][CH:5]([C:8]1[CH:13]=[CH:12][CH:11]=[CH:10][CH:9]=1)[C:6]#[N:7].[CH2:14]([OH:16])[CH3:15].C(Cl)(=O)C. Product: [ClH:1].[Cl:1][CH2:2][CH2:3][CH2:4][CH:5]([C:8]1[CH:13]=[CH:12][CH:11]=[CH:10][CH:9]=1)[C:6](=[NH:7])[O:16][CH2:14][CH3:15]. The catalyst class is: 282. (3) Reactant: [C:1]([C:5]1[CH:10]=[CH:9][N:8]=[C:7]([N:11]([CH3:21])[C:12]2[CH:17]=[CH:16][N:15]=[C:14](S(C)=O)[N:13]=2)[N:6]=1)([CH3:4])([CH3:3])[CH3:2].[CH2:22]([NH2:30])[CH2:23][C:24]1[CH:29]=[CH:28][CH:27]=[CH:26][CH:25]=1. Product: [C:1]([C:5]1[CH:10]=[CH:9][N:8]=[C:7]([N:11]([CH3:21])[C:12]2[CH:17]=[CH:16][N:15]=[C:14]([NH:30][CH2:22][CH2:23][C:24]3[CH:29]=[CH:28][CH:27]=[CH:26][CH:25]=3)[N:13]=2)[N:6]=1)([CH3:4])([CH3:3])[CH3:2]. The catalyst class is: 16.